This data is from Catalyst prediction with 721,799 reactions and 888 catalyst types from USPTO. The task is: Predict which catalyst facilitates the given reaction. (1) Reactant: [O:1]=[CH:2][C@@H:3]([C@@H:5]([C@@H:7]([CH2:9][OH:10])[OH:8])[OH:6])[OH:4].[CH3:11]O. Product: [CH3:11][C:2]([C@@H:3]([C@@H:5]([C@@H:7]([CH2:9][OH:10])[OH:8])[OH:6])[OH:4])=[O:1]. The catalyst class is: 100. (2) Reactant: [N:1]([CH2:4][C:5]1[CH:14]=[N:13][C:12]2[C:11]([N:15]3[CH2:20][CH2:19][O:18][CH2:17][CH2:16]3)=[N:10][C:9]([C:21]3[CH:26]=[CH:25][CH:24]=[C:23]([O:27]COC)[CH:22]=3)=[N:8][C:7]=2[CH:6]=1)=[N+:2]=[N-:3].[F-:31].[F-].[F-].C(N(SN([CH2:43][CH3:44])CC)CC)C.[C:45]([O-])(O)=O.[Na+]. Product: [F:31][CH2:45][C:43]1[N:3]=[N:2][N:1]([CH2:4][C:5]2[CH:14]=[N:13][C:12]3[C:11]([N:15]4[CH2:16][CH2:17][O:18][CH2:19][CH2:20]4)=[N:10][C:9]([C:21]4[CH:22]=[C:23]([OH:27])[CH:24]=[CH:25][CH:26]=4)=[N:8][C:7]=3[CH:6]=2)[CH:44]=1. The catalyst class is: 4. (3) Reactant: C([O:3][C:4]([C:6]1[CH:11]=[C:10]([C:12]2[CH:17]=[CH:16][CH:15]=[CH:14][C:13]=2[F:18])[N:9]=[CH:8][N:7]=1)=[CH2:5])C.Cl.O. Product: [F:18][C:13]1[CH:14]=[CH:15][CH:16]=[CH:17][C:12]=1[C:10]1[N:9]=[CH:8][N:7]=[C:6]([C:4](=[O:3])[CH3:5])[CH:11]=1. The catalyst class is: 21. (4) Reactant: [Br:1][C:2]1[CH:3]=[CH:4][C:5]2[S:9][C:8]([CH2:10][CH2:11][CH2:12][S:13][C:14]3[CH:19]=[CH:18][C:17]([O:20][CH2:21][C:22]([O:24]CC)=[O:23])=[C:16]([CH3:27])[CH:15]=3)=[C:7]([CH3:28])[C:6]=2[CH:29]=1.[OH-].[Na+]. Product: [Br:1][C:2]1[CH:3]=[CH:4][C:5]2[S:9][C:8]([CH2:10][CH2:11][CH2:12][S:13][C:14]3[CH:19]=[CH:18][C:17]([O:20][CH2:21][C:22]([OH:24])=[O:23])=[C:16]([CH3:27])[CH:15]=3)=[C:7]([CH3:28])[C:6]=2[CH:29]=1. The catalyst class is: 5.